This data is from Reaction yield outcomes from USPTO patents with 853,638 reactions. The task is: Predict the reaction yield, written as a fraction of the theoretical maximum amount of product (1.0 means a 100% yield; for example, 0.34 means a 34% yield). (1) The reactants are [CH3:1][O:2][CH2:3][C:4]1[N:9]=[CH:8][C:7]([O:10][C:11]2[CH:12]=[C:13]3[C:17](=[C:18]([O:20][CH:21]4[CH2:26][CH2:25][O:24][CH2:23][CH2:22]4)[CH:19]=2)[NH:16][C:15]([C:27](O)=[O:28])=[CH:14]3)=[CH:6][CH:5]=1.O.O[N:32]1C2C=CC=CC=2N=N1.Cl.C(N=C=NCCCN(C)C)C.N. The catalyst is CN(C)C=O.O. The product is [CH3:1][O:2][CH2:3][C:4]1[N:9]=[CH:8][C:7]([O:10][C:11]2[CH:12]=[C:13]3[C:17](=[C:18]([O:20][CH:21]4[CH2:22][CH2:23][O:24][CH2:25][CH2:26]4)[CH:19]=2)[NH:16][C:15]([C:27]([NH2:32])=[O:28])=[CH:14]3)=[CH:6][CH:5]=1. The yield is 0.450. (2) The reactants are [CH:1]([C:4]1[CH:12]=[CH:11][CH:10]=[C:9]2[C:5]=1[C:6](=O)[C:7](=[O:13])[NH:8]2)([CH3:3])[CH3:2].[CH:15]1[C:20]([NH:21][NH2:22])=[CH:19][CH:18]=[C:17]([S:23]([NH2:26])(=[O:25])=[O:24])[CH:16]=1.Cl. No catalyst specified. The product is [CH:1]([C:4]1[CH:12]=[CH:11][CH:10]=[C:9]2[C:5]=1[C:6](=[N:22][NH:21][C:20]1[CH:19]=[CH:18][C:17]([S:23]([NH2:26])(=[O:24])=[O:25])=[CH:16][CH:15]=1)[C:7](=[O:13])[NH:8]2)([CH3:3])[CH3:2]. The yield is 0.730.